This data is from Full USPTO retrosynthesis dataset with 1.9M reactions from patents (1976-2016). The task is: Predict the reactants needed to synthesize the given product. (1) Given the product [Br:1][C:12]1[C:11]2[C:6](=[CH:7][CH:8]=[C:9]([C:14]3[CH:15]=[N:16][N:17]([CH3:19])[CH:18]=3)[CH:10]=2)[C:5](=[O:20])[N:4]([CH3:3])[CH:13]=1, predict the reactants needed to synthesize it. The reactants are: [Br:1]Br.[CH3:3][N:4]1[CH:13]=[CH:12][C:11]2[C:6](=[CH:7][CH:8]=[C:9]([C:14]3[CH:15]=[N:16][N:17]([CH3:19])[CH:18]=3)[CH:10]=2)[C:5]1=[O:20]. (2) Given the product [C:20]([C:17]1[CH:18]=[CH:19][C:14]([CH2:13][N:9]2[CH2:10][CH2:11][CH2:12][N:7]([CH2:6][C:5]3[CH:4]=[CH:3][C:2]([NH:1][S:35]([CH3:34])(=[O:37])=[O:36])=[CH:26][CH:25]=3)[C:8]2=[O:24])=[CH:15][CH:16]=1)([CH3:23])([CH3:21])[CH3:22], predict the reactants needed to synthesize it. The reactants are: [NH2:1][C:2]1[CH:26]=[CH:25][C:5]([CH2:6][N:7]2[CH2:12][CH2:11][CH2:10][N:9]([CH2:13][C:14]3[CH:19]=[CH:18][C:17]([C:20]([CH3:23])([CH3:22])[CH3:21])=[CH:16][CH:15]=3)[C:8]2=[O:24])=[CH:4][CH:3]=1.C(N(CC)CC)C.[CH3:34][S:35](Cl)(=[O:37])=[O:36].C([O-])(O)=O.[Na+]. (3) Given the product [F:30][C:4]([F:3])([F:29])[C:5]1[CH:28]=[CH:27][C:8]2[NH:9][C:10]([C:12]3[C:24]4[C:23]5[C:18](=[CH:19][CH:20]=[CH:21][CH:22]=5)[CH:17]([NH2:25])[C:16]=4[CH:15]=[CH:14][CH:13]=3)=[N:11][C:7]=2[CH:6]=1, predict the reactants needed to synthesize it. The reactants are: [H][H].[F:3][C:4]([F:30])([F:29])[C:5]1[CH:28]=[CH:27][C:8]2[NH:9][C:10]([C:12]3[C:24]4[C:23]5[C:18](=[CH:19][CH:20]=[CH:21][CH:22]=5)[C:17](=[N:25]O)[C:16]=4[CH:15]=[CH:14][CH:13]=3)=[N:11][C:7]=2[CH:6]=1. (4) Given the product [Br:1][C:2]1[CH:3]=[CH:4][C:5]([S:8]([N:11]2[CH2:12][CH2:13][C:14]3([O:19][CH2:18][C:17](=[O:20])[N:16]([C:21]4([CH2:24][OH:25])[CH2:22][CH2:23]4)[CH2:15]3)[CH2:33][CH2:34]2)(=[O:10])=[O:9])=[CH:6][CH:7]=1, predict the reactants needed to synthesize it. The reactants are: [Br:1][C:2]1[CH:7]=[CH:6][C:5]([S:8]([N:11]2[CH2:34][CH2:33][C:14]3([O:19][CH2:18][C:17](=[O:20])[N:16]([C:21]4([CH2:24][O:25][Si](C(C)(C)C)(C)C)[CH2:23][CH2:22]4)[CH2:15]3)[CH2:13][CH2:12]2)(=[O:10])=[O:9])=[CH:4][CH:3]=1.[F-].C([N+](CCCC)(CCCC)CCCC)CCC. (5) Given the product [Cl:15][C:11]1[CH:10]=[C:9]([C@H:2]([NH:1][C:17]2[NH:22][C:21](=[O:23])[N:20]([CH2:24][CH3:25])[C:19](=[O:26])[CH:18]=2)[CH2:3][C:4]([O:6][CH2:7][CH3:8])=[O:5])[CH:14]=[CH:13][CH:12]=1, predict the reactants needed to synthesize it. The reactants are: [NH2:1][C@@H:2]([C:9]1[CH:14]=[CH:13][CH:12]=[C:11]([Cl:15])[CH:10]=1)[CH2:3][C:4]([O:6][CH2:7][CH3:8])=[O:5].Cl[C:17]1[NH:22][C:21](=[O:23])[N:20]([CH2:24][CH3:25])[C:19](=[O:26])[CH:18]=1. (6) Given the product [CH2:6]([O:13][C:14]1[CH:15]=[C:16]([N:20]2[C:34](=[O:35])[CH2:33][C:32](=[O:37])[NH:31][C:22]3[C:23]4[CH2:24][CH2:25][CH2:26][CH2:27][C:28]=4[CH:29]=[CH:30][C:21]2=3)[CH:17]=[CH:18][CH:19]=1)[C:7]1[CH:8]=[CH:9][CH:10]=[CH:11][CH:12]=1, predict the reactants needed to synthesize it. The reactants are: O1CCCC1.[CH2:6]([O:13][C:14]1[CH:15]=[C:16]([NH:20][C:21]2[C:22]([NH2:31])=[C:23]3[C:28](=[CH:29][CH:30]=2)[CH2:27][CH2:26][CH2:25][CH2:24]3)[CH:17]=[CH:18][CH:19]=1)[C:7]1[CH:12]=[CH:11][CH:10]=[CH:9][CH:8]=1.[C:32](Cl)(=[O:37])[CH2:33][C:34](Cl)=[O:35]. (7) The reactants are: [Cl:1][C:2]1[CH:35]=[CH:34][C:5]([CH2:6][N:7]([C:23]2[CH:24]=[CH:25][C:26]([OH:33])=[C:27]([CH:32]=2)[C:28]([O:30]C)=[O:29])[C:8](=[O:22])[C:9]2[CH:14]=[CH:13][C:12]([O:15][C:16]3[CH:21]=[CH:20][CH:19]=[CH:18][CH:17]=3)=[CH:11][CH:10]=2)=[CH:4][CH:3]=1. Given the product [Cl:1][C:2]1[CH:3]=[CH:4][C:5]([CH2:6][N:7]([C:23]2[CH:24]=[CH:25][C:26]([OH:33])=[C:27]([CH:32]=2)[C:28]([OH:30])=[O:29])[C:8](=[O:22])[C:9]2[CH:14]=[CH:13][C:12]([O:15][C:16]3[CH:21]=[CH:20][CH:19]=[CH:18][CH:17]=3)=[CH:11][CH:10]=2)=[CH:34][CH:35]=1, predict the reactants needed to synthesize it.